From a dataset of Reaction yield outcomes from USPTO patents with 853,638 reactions. Predict the reaction yield, written as a fraction of the theoretical maximum amount of product (1.0 means a 100% yield; for example, 0.34 means a 34% yield). (1) The reactants are [Br:1][C:2]1[N:3]=[C:4]([CH:12]2[CH2:17][CH2:16][N:15]3[C:18]([C:21]([F:24])([F:23])[F:22])=[N:19][N:20]=[C:14]3[CH2:13]2)[N:5]2[CH:10]=[CH:9][N:8]=[C:7](Cl)[C:6]=12.[NH3:25].CC(O)C. No catalyst specified. The product is [Br:1][C:2]1[N:3]=[C:4]([CH:12]2[CH2:17][CH2:16][N:15]3[C:18]([C:21]([F:24])([F:23])[F:22])=[N:19][N:20]=[C:14]3[CH2:13]2)[N:5]2[CH:10]=[CH:9][N:8]=[C:7]([NH2:25])[C:6]=12. The yield is 0.990. (2) The reactants are [CH3:1][O:2][C:3](=[O:25])[CH:4]([NH:17][C:18]([O:20][C:21]([CH3:24])(C)C)=[O:19])[C:5]([S:8][CH2:9][C:10]1[CH:15]=[CH:14][C:13](Br)=[CH:12][CH:11]=1)([CH3:7])[CH3:6].[CH:26]1[C:34]2[C:33]3[CH:35]=[CH:36][CH:37]=[CH:38][C:32]=3[O:31][C:30]=2[C:29]([C:39]2[CH:44]=[CH:43][C:42](B(O)O)=[CH:41][CH:40]=2)=[CH:28][CH:27]=1.C([O-])([O-])=O.[K+].[K+].[C:54]1(C)C=CC=C[CH:55]=1. The catalyst is C(O)C.C(OCC)(=O)C.C1C=CC([P]([Pd]([P](C2C=CC=CC=2)(C2C=CC=CC=2)C2C=CC=CC=2)([P](C2C=CC=CC=2)(C2C=CC=CC=2)C2C=CC=CC=2)[P](C2C=CC=CC=2)(C2C=CC=CC=2)C2C=CC=CC=2)(C2C=CC=CC=2)C2C=CC=CC=2)=CC=1. The product is [CH3:1][O:2][C:3](=[O:25])[CH:4]([NH:17][C:18]([O:20][CH2:21][CH2:24][CH2:54][CH3:55])=[O:19])[C:5]([S:8][CH2:9][C:10]1[CH:11]=[CH:12][C:13]([C:42]2[CH:43]=[CH:44][C:39]([C:29]3[C:30]4[O:31][C:32]5[CH:38]=[CH:37][CH:36]=[CH:35][C:33]=5[C:34]=4[CH:26]=[CH:27][CH:28]=3)=[CH:40][CH:41]=2)=[CH:14][CH:15]=1)([CH3:6])[CH3:7]. The yield is 0.720. (3) The reactants are [OH:1][C:2]1[CH:3]=[C:4]([N:8]2[CH:13]=[CH:12][C:11](=[O:14])[C:10]([C:15]3[N:19]([C:20]4[CH:25]=[CH:24][CH:23]=[CH:22][CH:21]=4)[N:18]=[CH:17][CH:16]=3)=[N:9]2)[CH:5]=[CH:6][CH:7]=1.Cl[C:27]1[NH:28][C:29]2[CH:35]=[CH:34][CH:33]=[CH:32][C:30]=2[N:31]=1. The catalyst is CCN(CC)CC.C(OCC)(=O)C. The product is [NH:28]1[C:29]2[CH:35]=[CH:34][CH:33]=[CH:32][C:30]=2[N:31]=[C:27]1[O:1][C:2]1[CH:3]=[C:4]([N:8]2[CH:13]=[CH:12][C:11](=[O:14])[C:10]([C:15]3[N:19]([C:20]4[CH:21]=[CH:22][CH:23]=[CH:24][CH:25]=4)[N:18]=[CH:17][CH:16]=3)=[N:9]2)[CH:5]=[CH:6][CH:7]=1. The yield is 0.180. (4) The reactants are [C:1]1([CH3:12])[CH:6]=[C:5]([CH3:7])[CH:4]=[C:3]([CH3:8])[C:2]=1[CH2:9][CH:10]=[O:11].C[Mg+].[Br-].[CH3:16]COCC. The catalyst is C1COCC1. The product is [C:3]1([CH3:8])[CH:4]=[C:5]([CH3:7])[CH:6]=[C:1]([CH3:12])[C:2]=1[CH2:9][CH:10]([OH:11])[CH3:16]. The yield is 0.610. (5) The reactants are [NH:1]1[C:11]2[C:6](=[CH:7][CH:8]=[CH:9][CH:10]=2)[C:4](=[O:5])[C:2]1=[O:3].[H-].[Na+].[CH2:14](Br)[C:15]1[CH:20]=[CH:19][CH:18]=[CH:17][CH:16]=1.O. The catalyst is CN(C=O)C. The product is [CH2:14]([N:1]1[C:11]2[C:6](=[CH:7][CH:8]=[CH:9][CH:10]=2)[C:4](=[O:5])[C:2]1=[O:3])[C:15]1[CH:20]=[CH:19][CH:18]=[CH:17][CH:16]=1. The yield is 0.850.